From a dataset of Reaction yield outcomes from USPTO patents with 853,638 reactions. Predict the reaction yield, written as a fraction of the theoretical maximum amount of product (1.0 means a 100% yield; for example, 0.34 means a 34% yield). (1) The yield is 0.140. The catalyst is CCCCO.C(Cl)Cl. The reactants are [Br:1][C:2]1[C:3](F)=[C:4]2[C:10]([NH:11][C:12](=[O:20])[C:13]3[CH:18]=[CH:17][C:16]([Cl:19])=[CH:15][N:14]=3)=[CH:9][NH:8][C:5]2=[N:6][CH:7]=1.[NH:22]1[CH2:27][CH2:26][CH2:25][C@@H:24]([NH:28]C(=O)OC(C)(C)C)[CH2:23]1.CCN(C(C)C)C(C)C.C(O)(C(F)(F)F)=O. The product is [ClH:19].[NH2:28][C@@H:24]1[CH2:25][CH2:26][CH2:27][N:22]([C:3]2[C:2]([Br:1])=[CH:7][N:6]=[C:5]3[NH:8][CH:9]=[C:10]([NH:11][C:12](=[O:20])[C:13]4[CH:18]=[CH:17][C:16]([Cl:19])=[CH:15][N:14]=4)[C:4]=23)[CH2:23]1. (2) The reactants are C([O:3][C:4](=[O:19])[CH:5]([O:16][CH2:17][CH3:18])[CH2:6][C:7]1[CH:8]=[C:9]2[C:13](=[CH:14][CH:15]=1)[NH:12][CH:11]=[CH:10]2)C.Cl[CH2:21][C:22]1[N:23]=[C:24]([C:28]2[CH:33]=[CH:32][CH:31]=[CH:30][C:29]=2[O:34][CH3:35])[O:25][C:26]=1[CH3:27]. No catalyst specified. The product is [CH2:17]([O:16][CH:5]([CH2:6][C:7]1[CH:8]=[C:9]2[C:13](=[CH:14][CH:15]=1)[N:12]([CH2:21][C:22]1[N:23]=[C:24]([C:28]3[CH:33]=[CH:32][CH:31]=[CH:30][C:29]=3[O:34][CH3:35])[O:25][C:26]=1[CH3:27])[CH:11]=[CH:10]2)[C:4]([OH:3])=[O:19])[CH3:18]. The yield is 0.560.